From a dataset of Full USPTO retrosynthesis dataset with 1.9M reactions from patents (1976-2016). Predict the reactants needed to synthesize the given product. (1) The reactants are: [CH3:1][N:2]1[C:8](=[O:9])[C:7]2[CH:10]=[CH:11][CH:12]=[CH:13][C:6]=2[S:5][C:4]2[CH:14]=[CH:15][C:16]([C:18]([O:20]C)=[O:19])=[CH:17][C:3]1=2.[Li+].[OH-].Cl. Given the product [CH3:1][N:2]1[C:8](=[O:9])[C:7]2[CH:10]=[CH:11][CH:12]=[CH:13][C:6]=2[S:5][C:4]2[CH:14]=[CH:15][C:16]([C:18]([OH:20])=[O:19])=[CH:17][C:3]1=2, predict the reactants needed to synthesize it. (2) Given the product [Cl:1][C:2]1[C:3]([OH:14])=[C:4]([CH:9]=[C:10]([OH:12])[CH:11]=1)[C:5]([OH:7])=[O:6], predict the reactants needed to synthesize it. The reactants are: [Cl:1][C:2]1[C:3]([OH:14])=[C:4]([CH:9]=[C:10]([O:12]C)[CH:11]=1)[C:5]([O:7]C)=[O:6]. (3) Given the product [CH2:19]([O:18][C:16](=[O:21])[NH:17][CH:14]=[C:11]([C:12]#[N:13])[C:5]1[CH:6]=[CH:7][C:8]([O:9][CH3:10])=[C:3]([O:2][CH3:1])[CH:4]=1)[CH3:20], predict the reactants needed to synthesize it. The reactants are: [CH3:1][O:2][C:3]1[CH:4]=[C:5]([CH:11]([CH:14]=O)[C:12]#[N:13])[CH:6]=[CH:7][C:8]=1[O:9][CH3:10].[C:16](=[O:21])([O:18][CH2:19][CH3:20])[NH2:17].S(=O)(=O)(O)O. (4) Given the product [C:7]([O:11][C:12]([NH:14][C@H:15]1[CH2:20][CH2:19][C@H:18]([NH:21][C:22]2[CH:31]=[CH:30][C:25]([C:26]([O:28][CH3:29])=[O:27])=[C:24]([O:4][CH3:2])[N:23]=2)[CH2:17][CH2:16]1)=[O:13])([CH3:10])([CH3:9])[CH3:8], predict the reactants needed to synthesize it. The reactants are: C[C:2](C)([O-:4])C.[K+].[C:7]([O:11][C:12]([NH:14][C@H:15]1[CH2:20][CH2:19][C@H:18]([NH:21][C:22]2[CH:31]=[CH:30][C:25]([C:26]([O:28][CH3:29])=[O:27])=[C:24](F)[N:23]=2)[CH2:17][CH2:16]1)=[O:13])([CH3:10])([CH3:9])[CH3:8].Cl. (5) Given the product [C:17]1([NH:16][C:2]2[C:9]([N+:10]([O-:12])=[O:11])=[CH:8][C:5]([C:6]#[N:7])=[CH:4][C:3]=2[N+:13]([O-:15])=[O:14])[CH:22]=[CH:21][CH:20]=[CH:19][CH:18]=1, predict the reactants needed to synthesize it. The reactants are: Cl[C:2]1[C:9]([N+:10]([O-:12])=[O:11])=[CH:8][C:5]([C:6]#[N:7])=[CH:4][C:3]=1[N+:13]([O-:15])=[O:14].[NH2:16][C:17]1[CH:22]=[CH:21][CH:20]=[CH:19][CH:18]=1. (6) Given the product [CH2:2]([O:3][C:4]([C:6]1[CH:20]=[C:19]([CH2:18][NH:17][C:15]([O:14][C:10]([CH3:13])([CH3:12])[CH3:11])=[O:16])[O:8][N:7]=1)=[O:5])[CH3:1], predict the reactants needed to synthesize it. The reactants are: [CH3:1][CH2:2][O:3][C:4](/[C:6](/Cl)=[N:7]\[OH:8])=[O:5].[C:10]([O:14][C:15]([NH:17][CH2:18][C:19]#[CH:20])=[O:16])([CH3:13])([CH3:12])[CH3:11].C(N(CC)CC)C.